This data is from NCI-60 drug combinations with 297,098 pairs across 59 cell lines. The task is: Regression. Given two drug SMILES strings and cell line genomic features, predict the synergy score measuring deviation from expected non-interaction effect. (1) Drug 1: CC1=C(C=C(C=C1)NC(=O)C2=CC=C(C=C2)CN3CCN(CC3)C)NC4=NC=CC(=N4)C5=CN=CC=C5. Drug 2: C1CNP(=O)(OC1)N(CCCl)CCCl. Cell line: U251. Synergy scores: CSS=4.57, Synergy_ZIP=-5.57, Synergy_Bliss=-7.68, Synergy_Loewe=-7.33, Synergy_HSA=-5.13. (2) Drug 1: C1CCC(C1)C(CC#N)N2C=C(C=N2)C3=C4C=CNC4=NC=N3. Drug 2: C1=CC(=CC=C1CCCC(=O)O)N(CCCl)CCCl. Cell line: HCT-15. Synergy scores: CSS=15.8, Synergy_ZIP=-2.58, Synergy_Bliss=-6.34, Synergy_Loewe=-11.4, Synergy_HSA=-7.47. (3) Drug 1: C1CN1P(=S)(N2CC2)N3CC3. Drug 2: CC1CCC2CC(C(=CC=CC=CC(CC(C(=O)C(C(C(=CC(C(=O)CC(OC(=O)C3CCCCN3C(=O)C(=O)C1(O2)O)C(C)CC4CCC(C(C4)OC)OCCO)C)C)O)OC)C)C)C)OC. Cell line: IGROV1. Synergy scores: CSS=7.14, Synergy_ZIP=-4.03, Synergy_Bliss=-2.09, Synergy_Loewe=-33.0, Synergy_HSA=-4.65.